Predict the reaction yield, written as a fraction of the theoretical maximum amount of product (1.0 means a 100% yield; for example, 0.34 means a 34% yield). From a dataset of Reaction yield outcomes from USPTO patents with 853,638 reactions. (1) The reactants are C(Cl)(=O)C(Cl)=O.CS(C)=O.[CH2:11]([N:13]1[CH2:18][CH2:17][N:16]([CH2:19][C:20]2[CH:25]=[CH:24][C:23]([CH2:26][OH:27])=[CH:22][CH:21]=2)[CH2:15][CH2:14]1)[CH3:12].CCN(CC)CC. The catalyst is C(Cl)Cl.O. The product is [CH2:11]([N:13]1[CH2:18][CH2:17][N:16]([CH2:19][C:20]2[CH:21]=[CH:22][C:23]([CH:26]=[O:27])=[CH:24][CH:25]=2)[CH2:15][CH2:14]1)[CH3:12]. The yield is 0.910. (2) The reactants are [F:1][C:2]([F:7])([F:6])[C:3]([OH:5])=[O:4].[C:8]1([C:14]2[CH:19]=[C:18]([CH:20]3[CH2:25][CH2:24][NH:23][CH2:22][CH2:21]3)[CH:17]=[CH:16][C:15]=2[NH:26][C:27]([C:29]2[NH:30][CH:31]=[C:32]([C:34]#[N:35])[N:33]=2)=[O:28])[CH2:13][CH2:12][CH2:11][CH2:10][CH:9]=1.CCN(CC)CC.[C:43](#[N:46])[CH:44]=[CH2:45].CO. The catalyst is ClCCCl. The product is [F:1][C:2]([F:7])([F:6])[C:3]([OH:5])=[O:4].[C:43]([CH2:44][CH2:45][N:23]1[CH2:22][CH2:21][CH:20]([C:18]2[CH:17]=[CH:16][C:15]([NH:26][C:27]([C:29]3[NH:30][CH:31]=[C:32]([C:34]#[N:35])[N:33]=3)=[O:28])=[C:14]([C:8]3[CH2:13][CH2:12][CH2:11][CH2:10][CH:9]=3)[CH:19]=2)[CH2:25][CH2:24]1)#[N:46]. The yield is 0.950.